Dataset: Reaction yield outcomes from USPTO patents with 853,638 reactions. Task: Predict the reaction yield, written as a fraction of the theoretical maximum amount of product (1.0 means a 100% yield; for example, 0.34 means a 34% yield). (1) The reactants are Br[CH2:2][C:3]([C:5]1[CH:6]=[N:7][C:8]([Br:11])=[CH:9][CH:10]=1)=O.[N:12]1[CH:17]=[CH:16][CH:15]=[CH:14][C:13]=1[C:18]([NH2:20])=[O:19].C([O-])(O)=O.[Na+]. The catalyst is CCOC(C)=O. The product is [Br:11][C:8]1[CH:9]=[CH:10][C:5]([C:3]2[N:20]=[C:18]([C:13]3[CH:14]=[CH:15][CH:16]=[CH:17][N:12]=3)[O:19][CH:2]=2)=[CH:6][N:7]=1. The yield is 0.100. (2) The reactants are [C:1]([O:5][C:6]([CH3:9])([CH3:8])[CH3:7])(=[O:4])[CH:2]=[CH2:3].Cl.[CH2:11]([O:18][C:19](=[O:25])[C@@H:20]1[CH2:24][CH2:23][CH2:22][NH:21]1)[C:12]1[CH:17]=[CH:16][CH:15]=[CH:14][CH:13]=1.CCN(CC)CC. The catalyst is C(O)(C)(C)C. The product is [CH2:11]([O:18][C:19]([C@@H:20]1[CH2:24][CH2:23][CH2:22][N:21]1[CH2:3][CH2:2][C:1]([O:5][C:6]([CH3:9])([CH3:8])[CH3:7])=[O:4])=[O:25])[C:12]1[CH:13]=[CH:14][CH:15]=[CH:16][CH:17]=1. The yield is 0.790. (3) The yield is 0.752. The reactants are [CH3:1][C:2]1[NH:10][C:9]2[CH:8]=[CH:7][N:6]=[C:5]([N:11]3[CH2:20][CH2:19][C:18]4[C:13](=[CH:14][CH:15]=[CH:16][CH:17]=4)[CH2:12]3)[C:4]=2[C:3]=1[CH3:21].[ClH:22]. The product is [ClH:22].[CH3:1][C:2]1[NH:10][C:9]2[CH:8]=[CH:7][N:6]=[C:5]([N:11]3[CH2:20][CH2:19][C:18]4[C:13](=[CH:14][CH:15]=[CH:16][CH:17]=4)[CH2:12]3)[C:4]=2[C:3]=1[CH3:21]. The catalyst is C(OCC)(=O)C. (4) The reactants are [CH3:1][CH:2]([CH3:24])[C@H:3]([NH:20][CH2:21][CH2:22][CH3:23])[CH2:4][C@H:5]([C:11]1[S:12][CH:13]=[C:14]([C:16]([O:18][CH3:19])=[O:17])[N:15]=1)[O:6][C:7](=[O:10])[NH:8][CH3:9].[N:25]([C@@H:28]([C@@H:32]([CH3:35])[CH2:33][CH3:34])[C:29]([OH:31])=O)=[N+:26]=[N-:27].O=C1N(P(Cl)(N2CCOC2=O)=O)CCO1.CCN(C(C)C)C(C)C. The catalyst is C(Cl)Cl. The product is [N:25]([C@@H:28]([C@@H:32]([CH3:35])[CH2:33][CH3:34])[C:29]([N:20]([C@@H:3]([CH:2]([CH3:1])[CH3:24])[CH2:4][C@H:5]([C:11]1[S:12][CH:13]=[C:14]([C:16]([O:18][CH3:19])=[O:17])[N:15]=1)[O:6][C:7](=[O:10])[NH:8][CH3:9])[CH2:21][CH2:22][CH3:23])=[O:31])=[N+:26]=[N-:27]. The yield is 0.760. (5) The reactants are [NH2:1][C:2]1[N:3]=[N:4][C:5]([Cl:8])=[CH:6][CH:7]=1.Cl[CH2:10][CH:11]=O.C(=O)(O)[O-].[Na+]. The catalyst is C(O)CCC. The product is [Cl:8][C:5]1[CH:6]=[CH:7][C:2]2[N:3]([CH:10]=[CH:11][N:1]=2)[N:4]=1. The yield is 0.700. (6) The reactants are O=[C:2]1[C@@H:11]2[CH2:12][N:13]([C:15]([O:17][C:18]([CH3:21])([CH3:20])[CH3:19])=[O:16])[CH2:14][C@H:10]2[C:9]2[C:4]3=[C:5]([CH2:22][CH2:23][CH2:24][N:3]13)[CH:6]=[CH:7][CH:8]=2.O1CCCC1.B. The catalyst is O1CCCC1. The product is [CH:8]1[CH:7]=[CH:6][C:5]2[CH2:22][CH2:23][CH2:24][N:3]3[C:4]=2[C:9]=1[C@@H:10]1[CH2:14][N:13]([C:15]([O:17][C:18]([CH3:21])([CH3:20])[CH3:19])=[O:16])[CH2:12][C@H:11]1[CH2:2]3. The yield is 0.850. (7) The reactants are [CH3:1][N:2]1[C:10]2[C:5](=[CH:6][CH:7]=[CH:8][CH:9]=2)[CH:4]=[C:3]1[C:11]([NH:13][CH:14]1[CH2:16][CH2:15]1)=O.[H-].[H-].[H-].[H-].[Li+].[Al+3]. The yield is 0.330. The product is [CH3:1][N:2]1[C:10]2[C:5](=[CH:6][CH:7]=[CH:8][CH:9]=2)[CH:4]=[C:3]1[CH2:11][NH:13][CH2:14][CH2:15][CH3:16]. The catalyst is C1COCC1. (8) The reactants are [F:1][C:2]([F:26])([F:25])[CH:3]([C:16]1[CH:21]=[C:20]([Cl:22])[C:19]([Cl:23])=[C:18]([Cl:24])[CH:17]=1)/[CH:4]=[CH:5]/[C:6]1[CH:7]=[C:8]2[C:12](=[CH:13][CH:14]=1)[CH:11]([NH2:15])[CH2:10][CH2:9]2.[F:27][C:28]([F:34])([F:33])[CH2:29][C:30](O)=[O:31].CCN=C=NCCCN(C)C.Cl.C1C=CC2N(O)N=NC=2C=1.O.CCN(C(C)C)C(C)C. The catalyst is C(Cl)Cl. The product is [F:27][C:28]([F:34])([F:33])[CH2:29][C:30]([NH:15][CH:11]1[C:12]2[C:8](=[CH:7][C:6](/[CH:5]=[CH:4]/[CH:3]([C:16]3[CH:17]=[C:18]([Cl:24])[C:19]([Cl:23])=[C:20]([Cl:22])[CH:21]=3)[C:2]([F:1])([F:25])[F:26])=[CH:14][CH:13]=2)[CH2:9][CH2:10]1)=[O:31]. The yield is 0.650. (9) The reactants are [O:1]([C:8]1[CH:9]=[C:10]([CH:13]=[CH:14][CH:15]=1)[CH2:11][NH2:12])[C:2]1[CH:7]=[CH:6][CH:5]=[CH:4][CH:3]=1.[S:16]1[C:20]2[CH:21]=[C:22]([C:25](O)=[O:26])[CH:23]=[CH:24][C:19]=2[N:18]=[CH:17]1.F[P-](F)(F)(F)(F)F.N1(O[P+](N(C)C)(N(C)C)N(C)C)C2C=CC=CC=2N=N1.C(N(CC)CC)C. The catalyst is O1CCCC1. The product is [O:1]([C:8]1[CH:9]=[C:10]([CH:13]=[CH:14][CH:15]=1)[CH2:11][NH:12][C:25]([C:22]1[CH:23]=[CH:24][C:19]2[N:18]=[CH:17][S:16][C:20]=2[CH:21]=1)=[O:26])[C:2]1[CH:3]=[CH:4][CH:5]=[CH:6][CH:7]=1. The yield is 0.620.